From a dataset of Reaction yield outcomes from USPTO patents with 853,638 reactions. Predict the reaction yield, written as a fraction of the theoretical maximum amount of product (1.0 means a 100% yield; for example, 0.34 means a 34% yield). (1) The reactants are [Cl:1][C:2]1[CH:7]=[C:6](Cl)[N:5]=[CH:4][N:3]=1.[C:9]1(B(O)O)[CH:14]=[CH:13][CH:12]=[CH:11][CH:10]=1.C1(P(C2CCCCC2)C2CCCCC2)CCCCC1.C(=O)([O-])[O-].[Cs+].[Cs+]. The catalyst is O1CCOCC1. The product is [Cl:1][C:2]1[CH:7]=[C:6]([C:9]2[CH:14]=[CH:13][CH:12]=[CH:11][CH:10]=2)[N:5]=[CH:4][N:3]=1. The yield is 0.340. (2) The reactants are Cl.[NH2:2][C:3]1[C:11]([OH:12])=[C:10]2[C:6]([CH2:7][CH2:8][CH:9]2[CH2:13][CH2:14][NH:15][C:16](=[O:18])[CH3:17])=[CH:5][CH:4]=1.[CH3:19][O:20][C:21](OC)(OC)OC. The catalyst is O1CCCC1.C(OCC)(=O)C.C(=O)([O-])O.[Na+]. The product is [CH3:19][O:20][C:21]1[O:12][C:11]2[C:10]3[CH:9]([CH2:13][CH2:14][NH:15][C:16](=[O:18])[CH3:17])[CH2:8][CH2:7][C:6]=3[CH:5]=[CH:4][C:3]=2[N:2]=1. The yield is 0.580. (3) The reactants are I[C:2]1[CH:7]=[CH:6][C:5]([N:8]2[CH2:13][CH2:12][N:11]([C:14]([O:16][C:17]([CH3:20])([CH3:19])[CH3:18])=[O:15])[CH2:10][CH2:9]2)=[CH:4][CH:3]=1.[C:21]1(P(C2C=CC=CC=2)C2C=CC=CC=2)[CH:26]=CC=C[CH:22]=1.CN(C=[O:44])C. The catalyst is [Pd](Cl)Cl.[Cu](I)I. The product is [OH:44][CH2:22][C:21]#[C:26][C:2]1[CH:7]=[CH:6][C:5]([N:8]2[CH2:13][CH2:12][N:11]([C:14]([O:16][C:17]([CH3:20])([CH3:19])[CH3:18])=[O:15])[CH2:10][CH2:9]2)=[CH:4][CH:3]=1. The yield is 0.750.